This data is from Full USPTO retrosynthesis dataset with 1.9M reactions from patents (1976-2016). The task is: Predict the reactants needed to synthesize the given product. Given the product [OH:8][C@H:7]1[C@@H:3]([CH2:2][NH:1][C:25](=[O:26])[C:24]([F:35])([F:34])[F:23])[CH2:4][N:5]([C:9]([O:11][C:12]([CH3:15])([CH3:14])[CH3:13])=[O:10])[CH2:6]1, predict the reactants needed to synthesize it. The reactants are: [NH2:1][CH2:2][C@@H:3]1[C@H:7]([OH:8])[CH2:6][N:5]([C:9]([O:11][C:12]([CH3:15])([CH3:14])[CH3:13])=[O:10])[CH2:4]1.C(N(CC)CC)C.[F:23][C:24]([F:35])([F:34])[C:25](O[C:25](=[O:26])[C:24]([F:35])([F:34])[F:23])=[O:26].O.